From a dataset of Reaction yield outcomes from USPTO patents with 853,638 reactions. Predict the reaction yield, written as a fraction of the theoretical maximum amount of product (1.0 means a 100% yield; for example, 0.34 means a 34% yield). (1) The reactants are O1CCCC1.[C:6]([C:8]1[CH:9]=[CH:10][C:11]([NH2:14])=[N:12][CH:13]=1)#[CH:7].[O:15]([C:22]1[CH:27]=[CH:26][C:25]([CH2:28][C:29](Cl)=[N:30][OH:31])=[CH:24][N:23]=1)[C:16]1[CH:21]=[CH:20][CH:19]=[CH:18][CH:17]=1.C(N(CC)CC)C. The catalyst is O. The product is [O:15]([C:22]1[N:23]=[CH:24][C:25]([CH2:28][C:29]2[CH:7]=[C:6]([C:8]3[CH:9]=[CH:10][C:11]([NH2:14])=[N:12][CH:13]=3)[O:31][N:30]=2)=[CH:26][CH:27]=1)[C:16]1[CH:17]=[CH:18][CH:19]=[CH:20][CH:21]=1. The yield is 0.300. (2) The reactants are Br[C:2]1[CH:3]=[N:4][C:5]([Cl:9])=[C:6]([Cl:8])[CH:7]=1.[C:10]([O:14][C:15]([N:17]1[CH2:24][CH:23]2[O:25][CH:19]([CH2:20][NH:21][CH2:22]2)[CH2:18]1)=[O:16])([CH3:13])([CH3:12])[CH3:11].C1(P(C2C=CC=CC=2)C2C=CC3C(=CC=CC=3)C=2C2C3C(=CC=CC=3)C=CC=2P(C2C=CC=CC=2)C2C=CC=CC=2)C=CC=CC=1.CC(C)([O-])C.[Na+]. The catalyst is C1(C)C=CC=CC=1.C1C=CC(/C=C/C(/C=C/C2C=CC=CC=2)=O)=CC=1.C1C=CC(/C=C/C(/C=C/C2C=CC=CC=2)=O)=CC=1.C1C=CC(/C=C/C(/C=C/C2C=CC=CC=2)=O)=CC=1.[Pd].[Pd]. The product is [C:10]([O:14][C:15]([N:17]1[CH2:18][CH:19]2[O:25][CH:23]([CH2:22][N:21]([C:2]3[CH:3]=[N:4][C:5]([Cl:9])=[C:6]([Cl:8])[CH:7]=3)[CH2:20]2)[CH2:24]1)=[O:16])([CH3:13])([CH3:11])[CH3:12]. The yield is 0.500. (3) The reactants are [CH2:1]([C:5]1[N:9]([CH2:10][C:11]2[CH:16]=[CH:15][C:14]([C:17]3[C:18]([C:23]#[N:24])=[CH:19][CH:20]=[CH:21][CH:22]=3)=[CH:13][CH:12]=2)[C:8](=[O:25])[NH:7][N:6]=1)[CH2:2][CH2:3][CH3:4].[C:26]1(B(O)O)[CH:31]=[CH:30][CH:29]=[CH:28][CH:27]=1.C(N(CC)CC)C.N1C=CC=CC=1. The catalyst is C([O-])(=O)C.[Cu+2].C([O-])(=O)C.C(OCC)(=O)C.C(Cl)Cl. The product is [CH2:1]([C:5]1[N:9]([CH2:10][C:11]2[CH:16]=[CH:15][C:14]([C:17]3[C:18]([C:23]#[N:24])=[CH:19][CH:20]=[CH:21][CH:22]=3)=[CH:13][CH:12]=2)[C:8](=[O:25])[N:7]([C:26]2[CH:31]=[CH:30][CH:29]=[CH:28][CH:27]=2)[N:6]=1)[CH2:2][CH2:3][CH3:4]. The yield is 0.570. (4) The reactants are Br[C:2]1[C:3]([Cl:13])=[CH:4][C:5]2[O:6][CH2:7][C:8](=[O:12])[NH:9][C:10]=2[N:11]=1.[C:14]1(/[CH:20]=[CH:21]/B(O)O)[CH:19]=[CH:18][CH:17]=[CH:16][CH:15]=1.C(=O)([O-])O.[K+]. The catalyst is O1CCOCC1.O.C(OCC)(=O)C. The product is [Cl:13][C:3]1[C:2](/[CH:21]=[CH:20]/[C:14]2[CH:19]=[CH:18][CH:17]=[CH:16][CH:15]=2)=[N:11][C:10]2[NH:9][C:8](=[O:12])[CH2:7][O:6][C:5]=2[CH:4]=1. The yield is 0.680. (5) The yield is 0.920. The catalyst is C(Cl)Cl.CO.C(Cl)Cl. The reactants are [CH:1]([N:14]1[C:22]2[C:17](=[CH:18][C:19]([Cl:23])=[CH:20][CH:21]=2)[C:16]([CH2:24][CH2:25][O:26][C:27]2[CH:35]=[CH:34][C:30]([C:31]([OH:33])=[O:32])=[CH:29][CH:28]=2)=[C:15]1[CH2:36][CH2:37][NH:38][S:39]([CH2:42][C:43]1C=CC=CC=1)(=[O:41])=[O:40])([C:8]1[CH:13]=[CH:12][CH:11]=[CH:10][CH:9]=1)[C:2]1[CH:7]=[CH:6][CH:5]=[CH:4][CH:3]=1.CCN(CC)CC.N1C=CC=CC=1.[CH3:62][N:63]1C=C(S(Cl)(=O)=O)[N:65]=[CH:64]1.C(=O)(O)[O-].[Na+]. The product is [CH:1]([N:14]1[C:22]2[C:17](=[CH:18][C:19]([Cl:23])=[CH:20][CH:21]=2)[C:16]([CH2:24][CH2:25][O:26][C:27]2[CH:28]=[CH:29][C:30]([C:31]([OH:33])=[O:32])=[CH:34][CH:35]=2)=[C:15]1[CH2:36][CH2:37][NH:38][S:39]([C:42]1[N:65]=[CH:64][N:63]([CH3:62])[CH:43]=1)(=[O:40])=[O:41])([C:2]1[CH:3]=[CH:4][CH:5]=[CH:6][CH:7]=1)[C:8]1[CH:13]=[CH:12][CH:11]=[CH:10][CH:9]=1. (6) The reactants are [CH3:1][O:2][C:3]1[CH:4]=[C:5]2[C:10](=[CH:11][C:12]=1[O:13][CH3:14])[N:9]=[CH:8][CH:7]=[C:6]2[O:15][C:16]1[CH:21]=[CH:20][C:19]([NH:22][C:23](=O)[CH2:24][CH2:25][O:26][C:27]2[CH:32]=[CH:31][CH:30]=[CH:29][C:28]=2[CH3:33])=[CH:18][CH:17]=1.Cl.[OH-].[Na+]. The catalyst is O1CCCC1. The product is [CH3:1][O:2][C:3]1[CH:4]=[C:5]2[C:10](=[CH:11][C:12]=1[O:13][CH3:14])[N:9]=[CH:8][CH:7]=[C:6]2[O:15][C:16]1[CH:17]=[CH:18][C:19]([NH:22][CH2:23][CH2:24][CH2:25][O:26][C:27]2[CH:32]=[CH:31][CH:30]=[CH:29][C:28]=2[CH3:33])=[CH:20][CH:21]=1. The yield is 0.800.